From a dataset of Reaction yield outcomes from USPTO patents with 853,638 reactions. Predict the reaction yield, written as a fraction of the theoretical maximum amount of product (1.0 means a 100% yield; for example, 0.34 means a 34% yield). The reactants are Cl.[CH2:2]([N:4]([CH2:19][CH3:20])[C:5](=[O:18])[CH2:6][CH2:7][CH2:8][CH2:9][C@H:10]1[CH2:15][CH2:14][C@H:13]([NH:16][CH3:17])[CH2:12][CH2:11]1)[CH3:3].CCN(C(C)C)C(C)C.[F:30][C:31]([F:43])([F:42])[C:32]1[CH:37]=[CH:36][C:35]([S:38](Cl)(=[O:40])=[O:39])=[CH:34][CH:33]=1. The catalyst is C(Cl)Cl.CN(C1C=CN=CC=1)C. The product is [CH2:19]([N:4]([CH2:2][CH3:3])[C:5](=[O:18])[CH2:6][CH2:7][CH2:8][CH2:9][C@H:10]1[CH2:11][CH2:12][C@H:13]([N:16]([CH3:17])[S:38]([C:35]2[CH:34]=[CH:33][C:32]([C:31]([F:30])([F:42])[F:43])=[CH:37][CH:36]=2)(=[O:40])=[O:39])[CH2:14][CH2:15]1)[CH3:20]. The yield is 0.840.